Dataset: Forward reaction prediction with 1.9M reactions from USPTO patents (1976-2016). Task: Predict the product of the given reaction. Given the reactants C(=O)([S:3][CH2:4][CH2:5][CH2:6][N:7]1[C:15](=[O:16])[C:14]2[C:9](=[CH:10][CH:11]=[CH:12][CH:13]=2)[C:8]1=[O:17])C.C([O-])([O-])=O.[K+].[K+].CC(O)=O, predict the reaction product. The product is: [SH:3][CH2:4][CH2:5][CH2:6][N:7]1[C:15](=[O:16])[C:14]2[C:9](=[CH:10][CH:11]=[CH:12][CH:13]=2)[C:8]1=[O:17].